Dataset: Catalyst prediction with 721,799 reactions and 888 catalyst types from USPTO. Task: Predict which catalyst facilitates the given reaction. (1) Reactant: [Na].[C:2]([NH:5][CH:6]([C:12]#[N:13])[C:7]([O:9][CH2:10][CH3:11])=[O:8])(=[O:4])[CH3:3].Br[CH:15]1[CH2:22][C:21]2[C:16]1=[CH:17][CH:18]=[CH:19][CH:20]=2. Product: [C:2]([NH:5][C:6]([CH:15]1[CH2:22][C:21]2[C:16]1=[CH:17][CH:18]=[CH:19][CH:20]=2)([C:12]#[N:13])[C:7]([O:9][CH2:10][CH3:11])=[O:8])(=[O:4])[CH3:3]. The catalyst class is: 8. (2) Reactant: C[C:2]([S:7][C:8]1[S:12][C:11]([NH:13][C:14]([N:16]([C@H:25]2[CH2:30][CH2:29][C@H:28]([CH3:31])[CH2:27][CH2:26]2)[CH2:17][CH2:18][C:19]2C=CC=CC=2)=[O:15])=[N:10][CH:9]=1)(C)[C:3]([OH:5])=[O:4].BrCCC#[N:36]. Product: [C:19]([CH2:18][CH2:17][N:16]([C@H:25]1[CH2:30][CH2:29][C@H:28]([CH3:31])[CH2:27][CH2:26]1)[C:14](=[O:15])[NH:13][C:11]1[S:12][C:8]([S:7][CH2:2][C:3]([OH:5])=[O:4])=[CH:9][N:10]=1)#[N:36]. The catalyst class is: 413.